Dataset: Catalyst prediction with 721,799 reactions and 888 catalyst types from USPTO. Task: Predict which catalyst facilitates the given reaction. (1) Reactant: [C:1]([O:5][C:6]([NH:8][C:9]1[CH:17]=[CH:16][CH:15]=[C:14]([O:18][CH3:19])[C:10]=1[C:11]([OH:13])=[O:12])=[O:7])([CH3:4])([CH3:3])[CH3:2].[Br-:20].[Br-].[Br-].C([N+](CCCC)(CCCC)CCCC)CCC.C([N+](CCCC)(CCCC)CCCC)CCC.C([N+](CCCC)(CCCC)CCCC)CCC.O. Product: [Br:20][C:15]1[C:14]([O:18][CH3:19])=[C:10]([C:9]([NH:8][C:6]([O:5][C:1]([CH3:4])([CH3:3])[CH3:2])=[O:7])=[CH:17][CH:16]=1)[C:11]([OH:13])=[O:12]. The catalyst class is: 3. (2) Reactant: [H-].[Al+3].[Li+].[H-].[H-].[H-].[Cl:7][C:8]1[CH:16]=[C:15]2[C:11]([CH:12]=[C:13]([C:20]([O:22]C)=[O:21])[N:14]2[CH2:17][C:18]#[N:19])=[CH:10][CH:9]=1.[OH-:24].[Na+].S([O-])([O-])(=O)=[O:27].[Mg+2]. Product: [C:20]([OH:22])(=[O:21])/[CH:13]=[CH:12]/[C:11]([OH:27])=[O:24].[Cl:7][C:8]1[CH:9]=[CH:10][C:11]2[CH:12]=[C:13]3[CH2:20][NH:19][CH2:18][CH2:17][N:14]3[C:15]=2[CH:16]=1. The catalyst class is: 316. (3) Reactant: [H-].[Al+3].[Li+].[H-].[H-].[H-].[CH3:7][C:8]1([CH3:20])[CH2:19][O:18][C:11]2([CH2:17][CH2:16][C:14](=[O:15])[CH2:13][CH2:12]2)[O:10][CH2:9]1.O.[OH-].[Na+]. Product: [CH3:7][C:8]1([CH3:20])[CH2:9][O:10][C:11]2([CH2:12][CH2:13][CH:14]([OH:15])[CH2:16][CH2:17]2)[O:18][CH2:19]1. The catalyst class is: 7. (4) Reactant: [CH3:1][O:2][CH2:3][CH2:4][N:5]([CH3:17])[C:6]1[N:11]=[CH:10][C:9]([CH:12]([CH3:16])[C:13]([OH:15])=O)=[CH:8][CH:7]=1.CCN=C=NCCCN(C)C.Cl.C1C=CC2N(O)N=NC=2C=1.CCN(C(C)C)C(C)C.[Cl:49][C:50]1[CH:51]=[C:52]([N:56]2[C:60]([CH2:61][NH2:62])=[CH:59][C:58]([C:63]([F:66])([F:65])[F:64])=[N:57]2)[CH:53]=[CH:54][CH:55]=1. Product: [Cl:49][C:50]1[CH:51]=[C:52]([N:56]2[C:60]([CH2:61][NH:62][C:13](=[O:15])[CH:12]([C:9]3[CH:10]=[N:11][C:6]([N:5]([CH2:4][CH2:3][O:2][CH3:1])[CH3:17])=[CH:7][CH:8]=3)[CH3:16])=[CH:59][C:58]([C:63]([F:64])([F:65])[F:66])=[N:57]2)[CH:53]=[CH:54][CH:55]=1. The catalyst class is: 4. (5) Reactant: Br[C:2]1[CH:6]=[C:5]([C:7]#[C:8][C:9]([CH3:12])([CH3:11])[CH3:10])[S:4][C:3]=1[C:13]([O:15][CH3:16])=[O:14].Cl.[NH2:18][CH:19]([CH3:28])[CH2:20][C:21]([N:23]1[CH2:27][CH2:26][CH2:25][CH2:24]1)=[O:22].C(=O)([O-])[O-].[Cs+].[Cs+].COC1C=CC=C(OC)C=1C1C=CC=CC=1P(C1CCCCC1)C1CCCCC1. Product: [CH3:10][C:9]([CH3:12])([CH3:11])[C:8]#[C:7][C:5]1[S:4][C:3]([C:13]([O:15][CH3:16])=[O:14])=[C:2]([NH:18][CH:19]([CH2:20][C:21](=[O:22])[N:23]2[CH2:24][CH2:25][CH2:26][CH2:27]2)[CH3:28])[CH:6]=1. The catalyst class is: 62. (6) Reactant: C(N(CC)CC)C.[NH2:8][CH2:9][CH2:10][CH2:11][N:12]1[C:24]2[C:23]3[CH:22]=[CH:21][CH:20]=[CH:19][C:18]=3[N:17]=[C:16]([NH2:25])[C:15]=2[N:14]=[C:13]1[CH2:26][CH2:27][CH2:28][CH3:29].[CH3:30][N:31]([CH3:46])[C:32]1[CH:41]=[CH:40][CH:39]=[C:38]2[C:33]=1[CH:34]=[CH:35][CH:36]=[C:37]2[S:42](Cl)(=[O:44])=[O:43].C(=O)([O-])[O-].[K+].[K+]. Product: [NH2:25][C:16]1[C:15]2[N:14]=[C:13]([CH2:26][CH2:27][CH2:28][CH3:29])[N:12]([CH2:11][CH2:10][CH2:9][NH:8][S:42]([C:37]3[C:38]4[C:33](=[C:32]([N:31]([CH3:46])[CH3:30])[CH:41]=[CH:40][CH:39]=4)[CH:34]=[CH:35][CH:36]=3)(=[O:44])=[O:43])[C:24]=2[C:23]2[CH:22]=[CH:21][CH:20]=[CH:19][C:18]=2[N:17]=1. The catalyst class is: 264. (7) Reactant: S(Cl)([Cl:3])=O.[Cl:5][C:6]1[C:7](=[CH:11][C:12](=[S:22](=[O:24])=[O:23])[CH:13]([CH3:21])[C:14]=1[C:15]1[CH2:19][CH:18]([CH3:20])[O:17][N:16]=1)[C:8](O)=[O:9].CN(C)C=O. Product: [Cl:5][C:6]1[C:7](=[CH:11][C:12](=[S:22](=[O:24])=[O:23])[CH:13]([CH3:21])[C:14]=1[C:15]1[CH2:19][CH:18]([CH3:20])[O:17][N:16]=1)[C:8]([Cl:3])=[O:9]. The catalyst class is: 11.